The task is: Regression. Given two drug SMILES strings and cell line genomic features, predict the synergy score measuring deviation from expected non-interaction effect.. This data is from NCI-60 drug combinations with 297,098 pairs across 59 cell lines. Drug 1: C1CN(CCN1C(=O)CCBr)C(=O)CCBr. Drug 2: COC1=C2C(=CC3=C1OC=C3)C=CC(=O)O2. Cell line: IGROV1. Synergy scores: CSS=7.51, Synergy_ZIP=-3.54, Synergy_Bliss=-3.81, Synergy_Loewe=-6.05, Synergy_HSA=-5.42.